Task: Predict the product of the given reaction.. Dataset: Forward reaction prediction with 1.9M reactions from USPTO patents (1976-2016) Given the reactants Br[C:2]1[S:3][CH:4]=[CH:5][N:6]=1.[Br:7][C:8]1[CH:15]=[CH:14][C:11]([CH:12]=[O:13])=[CH:10][CH:9]=1, predict the reaction product. The product is: [Br:7][C:8]1[CH:15]=[CH:14][C:11]([CH:12]([C:2]2[S:3][CH:4]=[CH:5][N:6]=2)[OH:13])=[CH:10][CH:9]=1.